Dataset: Full USPTO retrosynthesis dataset with 1.9M reactions from patents (1976-2016). Task: Predict the reactants needed to synthesize the given product. (1) Given the product [CH3:1][O:2][C:3]1[CH:4]=[C:5]([C:11](=[O:16])[CH:12]([CH2:18][CH2:17][CH3:19])[CH2:13][CH2:14][CH3:15])[CH:6]=[CH:7][C:8]=1[O:9][CH3:10], predict the reactants needed to synthesize it. The reactants are: [CH3:1][O:2][C:3]1[CH:4]=[C:5]([C:11](=[O:16])[CH2:12][CH2:13][CH2:14][CH3:15])[CH:6]=[CH:7][C:8]=1[O:9][CH3:10].[CH:17]([N-]C(C)C)([CH3:19])[CH3:18].[Li+].ICCC.C(=O)(O)[O-].[Na+]. (2) Given the product [CH2:1]([O:3][C:4]([C:6]1[C:7]([NH:19][CH3:17])=[N:8][C:9]([S:12][CH3:13])=[N:10][CH:11]=1)=[O:5])[CH3:2], predict the reactants needed to synthesize it. The reactants are: [CH2:1]([O:3][C:4]([C:6]1[C:7](Cl)=[N:8][C:9]([S:12][CH3:13])=[N:10][CH:11]=1)=[O:5])[CH3:2].CN.[CH2:17]([N:19](CC)CC)C. (3) Given the product [CH:18]([C:15]1[CH:16]=[CH:17][C:12]([CH2:11][C:10]([NH:9][C@@H:8]([C:22]2[N:23]=[N:24][N:25]([CH3:27])[CH:26]=2)[C:5]2[CH:4]=[CH:3][C:2]([CH2:28][CH2:29][CH3:30])=[CH:7][N:6]=2)=[O:21])=[CH:13][CH:14]=1)([CH3:20])[CH3:19], predict the reactants needed to synthesize it. The reactants are: Br[C:2]1[CH:3]=[CH:4][C:5]([C@H:8]([C:22]2[N:23]=[N:24][N:25]([CH3:27])[CH:26]=2)[NH:9][C:10](=[O:21])[CH2:11][C:12]2[CH:17]=[CH:16][C:15]([CH:18]([CH3:20])[CH3:19])=[CH:14][CH:13]=2)=[N:6][CH:7]=1.[CH2:28](B(O)O)[CH2:29][CH3:30].C([O-])([O-])=O.[K+].[K+]. (4) Given the product [Br:32][C:30]1[CH:29]=[CH:28][C:27]2[O:24][C:20]([CH:21]=[CH2:22])=[N:25][C:26]=2[CH:31]=1, predict the reactants needed to synthesize it. The reactants are: CS(O)(=O)=O.O=P12OP3(OP(OP(O3)(O1)=O)(=O)O2)=O.[C:20]([OH:24])(=O)[CH:21]=[CH2:22].[NH2:25][C:26]1[CH:31]=[C:30]([Br:32])[CH:29]=[CH:28][C:27]=1O.[OH-].[Na+]. (5) Given the product [CH3:8][O:9][CH2:10][CH2:11][N:12]1[CH:6]([C:3]2[CH:4]=[CH:5][S:1][CH:2]=2)[CH:14]([C:13]([NH:30][C:29]2[CH:31]=[CH:32][CH:33]=[C:27]([O:26][CH3:25])[CH:28]=2)=[O:24])[C:15]2[C:16](=[CH:20][CH:21]=[CH:22][CH:23]=2)[C:17]1=[O:19], predict the reactants needed to synthesize it. The reactants are: [S:1]1[CH:5]=[CH:4][C:3]([CH:6]=O)=[CH:2]1.[CH3:8][O:9][CH2:10][CH2:11][NH2:12].[C:13]1(=[O:24])[O:19][C:17](=O)[C:16]2=[CH:20][CH:21]=[CH:22][CH:23]=[C:15]2[CH2:14]1.[CH3:25][O:26][C:27]1[CH:28]=[C:29]([CH:31]=[CH:32][CH:33]=1)[NH2:30]. (6) Given the product [CH2:1]([O:3][C:4](=[O:16])[C:5]([O:8][C:9]1[CH:14]=[CH:13][CH:12]=[C:11]([N:15]2[C:26]([CH3:27])=[CH:25][CH:24]=[C:29]2[CH3:28])[CH:10]=1)([CH3:7])[CH3:6])[CH3:2], predict the reactants needed to synthesize it. The reactants are: [CH2:1]([O:3][C:4](=[O:16])[C:5]([O:8][C:9]1[CH:14]=[CH:13][CH:12]=[C:11]([NH2:15])[CH:10]=1)([CH3:7])[CH3:6])[CH3:2].C(CC(=O)C)(=O)C.[C:24]1(C)[CH:29]=[CH:28][CH:27]=[CH:26][CH:25]=1. (7) Given the product [Br:15][CH2:13][C:6]1[N:5]=[C:4]([Cl:14])[CH:3]=[C:2]([Cl:1])[C:7]=1[C:8]([O:10][CH2:11][CH3:12])=[O:9], predict the reactants needed to synthesize it. The reactants are: [Cl:1][C:2]1[C:7]([C:8]([O:10][CH2:11][CH3:12])=[O:9])=[C:6]([CH3:13])[N:5]=[C:4]([Cl:14])[CH:3]=1.[Br:15]N1C(=O)CCC1=O.C(OOC(=O)C1C=CC=CC=1)(=O)C1C=CC=CC=1. (8) Given the product [ClH:44].[CH3:36][S:33]([N:30]1[CH2:31][CH2:32][CH:27]([NH:20][CH2:21][CH2:22][CH2:23][NH2:24])[CH2:28][CH2:29]1)(=[O:35])=[O:34], predict the reactants needed to synthesize it. The reactants are: FC(F)C1N(C2N=C(N3CCOCC3)N=C([N:20]([CH:27]3[CH2:32][CH2:31][N:30]([S:33]([CH3:36])(=[O:35])=[O:34])[CH2:29][CH2:28]3)[CH2:21][CH2:22][CH2:23][N:24](C)C)N=2)C2C=CC=C(OC)C=2N=1.[ClH:44]. (9) Given the product [F:30][CH:29]([F:31])[C:21]1[N:20]([C:18]2[N:17]=[C:16]([N:32]3[CH2:33][CH2:34][O:35][CH2:36][CH2:37]3)[N:15]=[C:14]([O:13][C@H:10]3[CH2:11][CH2:12][C@H:7]([N:4]4[CH2:5][CH2:6][C@H:2]([NH:1][S:49]([CH3:48])(=[O:51])=[O:50])[C:3]4=[O:38])[CH2:8][CH2:9]3)[CH:19]=2)[C:24]2[CH:25]=[CH:26][CH:27]=[CH:28][C:23]=2[N:22]=1, predict the reactants needed to synthesize it. The reactants are: [NH2:1][C@H:2]1[CH2:6][CH2:5][N:4]([C@H:7]2[CH2:12][CH2:11][C@H:10]([O:13][C:14]3[CH:19]=[C:18]([N:20]4[C:24]5[CH:25]=[CH:26][CH:27]=[CH:28][C:23]=5[N:22]=[C:21]4[CH:29]([F:31])[F:30])[N:17]=[C:16]([N:32]4[CH2:37][CH2:36][O:35][CH2:34][CH2:33]4)[N:15]=3)[CH2:9][CH2:8]2)[C:3]1=[O:38].C(N(C(C)C)C(C)C)C.[CH3:48][S:49](Cl)(=[O:51])=[O:50].C(=O)(O)[O-].[Na+].